Dataset: NCI-60 drug combinations with 297,098 pairs across 59 cell lines. Task: Regression. Given two drug SMILES strings and cell line genomic features, predict the synergy score measuring deviation from expected non-interaction effect. (1) Drug 1: CN1CCC(CC1)COC2=C(C=C3C(=C2)N=CN=C3NC4=C(C=C(C=C4)Br)F)OC. Drug 2: C1C(C(OC1N2C=NC3=C2NC=NCC3O)CO)O. Cell line: HCC-2998. Synergy scores: CSS=4.51, Synergy_ZIP=0.339, Synergy_Bliss=3.53, Synergy_Loewe=-0.403, Synergy_HSA=2.63. (2) Drug 1: CC1=C(C(=CC=C1)Cl)NC(=O)C2=CN=C(S2)NC3=CC(=NC(=N3)C)N4CCN(CC4)CCO. Drug 2: C1CNP(=O)(OC1)N(CCCl)CCCl. Cell line: SN12C. Synergy scores: CSS=22.5, Synergy_ZIP=-6.64, Synergy_Bliss=-3.24, Synergy_Loewe=-50.3, Synergy_HSA=-4.70. (3) Cell line: SN12C. Drug 2: COC1=NC(=NC2=C1N=CN2C3C(C(C(O3)CO)O)O)N. Synergy scores: CSS=23.1, Synergy_ZIP=-2.12, Synergy_Bliss=-4.27, Synergy_Loewe=-1.11, Synergy_HSA=-1.54. Drug 1: CC1C(C(CC(O1)OC2CC(OC(C2O)C)OC3=CC4=CC5=C(C(=O)C(C(C5)C(C(=O)C(C(C)O)O)OC)OC6CC(C(C(O6)C)O)OC7CC(C(C(O7)C)O)OC8CC(C(C(O8)C)O)(C)O)C(=C4C(=C3C)O)O)O)O. (4) Drug 1: CCC1=CC2CC(C3=C(CN(C2)C1)C4=CC=CC=C4N3)(C5=C(C=C6C(=C5)C78CCN9C7C(C=CC9)(C(C(C8N6C)(C(=O)OC)O)OC(=O)C)CC)OC)C(=O)OC.C(C(C(=O)O)O)(C(=O)O)O. Drug 2: CCC1(C2=C(COC1=O)C(=O)N3CC4=CC5=C(C=CC(=C5CN(C)C)O)N=C4C3=C2)O.Cl. Cell line: NCI/ADR-RES. Synergy scores: CSS=1.80, Synergy_ZIP=-1.88, Synergy_Bliss=-1.83, Synergy_Loewe=-2.23, Synergy_HSA=-2.23. (5) Drug 1: CC1=C(N=C(N=C1N)C(CC(=O)N)NCC(C(=O)N)N)C(=O)NC(C(C2=CN=CN2)OC3C(C(C(C(O3)CO)O)O)OC4C(C(C(C(O4)CO)O)OC(=O)N)O)C(=O)NC(C)C(C(C)C(=O)NC(C(C)O)C(=O)NCCC5=NC(=CS5)C6=NC(=CS6)C(=O)NCCC[S+](C)C)O. Drug 2: CC1C(C(CC(O1)OC2CC(CC3=C2C(=C4C(=C3O)C(=O)C5=CC=CC=C5C4=O)O)(C(=O)C)O)N)O. Cell line: T-47D. Synergy scores: CSS=33.6, Synergy_ZIP=-2.49, Synergy_Bliss=-4.13, Synergy_Loewe=-2.20, Synergy_HSA=-1.51. (6) Drug 1: CC1C(C(CC(O1)OC2CC(CC3=C2C(=C4C(=C3O)C(=O)C5=C(C4=O)C(=CC=C5)OC)O)(C(=O)CO)O)N)O.Cl. Drug 2: CC(C)CN1C=NC2=C1C3=CC=CC=C3N=C2N. Cell line: OVCAR-4. Synergy scores: CSS=0.524, Synergy_ZIP=0.339, Synergy_Bliss=-0.634, Synergy_Loewe=-4.07, Synergy_HSA=-2.84. (7) Drug 1: C1CCC(C1)C(CC#N)N2C=C(C=N2)C3=C4C=CNC4=NC=N3. Drug 2: C1=CC(=CC=C1C#N)C(C2=CC=C(C=C2)C#N)N3C=NC=N3. Cell line: HT29. Synergy scores: CSS=-2.84, Synergy_ZIP=4.28, Synergy_Bliss=3.30, Synergy_Loewe=-0.667, Synergy_HSA=-2.26.